Dataset: Merck oncology drug combination screen with 23,052 pairs across 39 cell lines. Task: Regression. Given two drug SMILES strings and cell line genomic features, predict the synergy score measuring deviation from expected non-interaction effect. Drug 1: C=CCn1c(=O)c2cnc(Nc3ccc(N4CCN(C)CC4)cc3)nc2n1-c1cccc(C(C)(C)O)n1. Drug 2: C#Cc1cccc(Nc2ncnc3cc(OCCOC)c(OCCOC)cc23)c1. Cell line: UWB1289BRCA1. Synergy scores: synergy=14.5.